This data is from Full USPTO retrosynthesis dataset with 1.9M reactions from patents (1976-2016). The task is: Predict the reactants needed to synthesize the given product. (1) Given the product [CH2:1]([N:8]1[CH2:13][C:12]([CH3:15])([CH3:14])[O:11][C:10](=[O:16])[CH:9]1[CH2:17][C:18]([OH:20])=[O:19])[C:2]1[CH:7]=[CH:6][CH:5]=[CH:4][CH:3]=1, predict the reactants needed to synthesize it. The reactants are: [CH2:1]([N:8]1[CH2:13][C:12]([CH3:15])([CH3:14])[O:11][C:10](=[O:16])[CH:9]1[CH2:17][C:18]([O:20]C(C)(C)C)=[O:19])[C:2]1[CH:7]=[CH:6][CH:5]=[CH:4][CH:3]=1.FC(F)(F)C(O)=O. (2) Given the product [C:15]([C:18]1[C:19](=[O:29])[O:20][C:21]2[C:26]([CH:27]=1)=[CH:25][CH:24]=[C:23]([O:28][CH2:31][CH2:32][NH:33][C:34](=[O:40])[O:35][C:36]([CH3:39])([CH3:38])[CH3:37])[CH:22]=2)(=[O:17])[CH3:16], predict the reactants needed to synthesize it. The reactants are: N(C(OC(C)C)=O)=NC(OC(C)C)=O.[C:15]([C:18]1[C:19](=[O:29])[O:20][C:21]2[C:26]([CH:27]=1)=[CH:25][CH:24]=[C:23]([OH:28])[CH:22]=2)(=[O:17])[CH3:16].O[CH2:31][CH2:32][NH:33][C:34](=[O:40])[O:35][C:36]([CH3:39])([CH3:38])[CH3:37].C1(P(C2C=CC=CC=2)C2C=CC=CC=2)C=CC=CC=1.C(N(CC)CC)C.